This data is from Catalyst prediction with 721,799 reactions and 888 catalyst types from USPTO. The task is: Predict which catalyst facilitates the given reaction. (1) Reactant: [Cl:1][C:2]1[C:11]2[N:10]([CH3:12])[O:9][C@H:8]3[NH:13][C@H:14]([C:16]([O:18][C@@H:19]4[C@:28]5([OH:29])[C@H:23]([C@H:24]([C:31]([CH3:33])=[CH2:32])[CH2:25][CH2:26][C@H:27]5[CH3:30])[CH:22]=[C:21]([CH3:34])[C@H:20]4[OH:35])=[O:17])[CH2:15][C@@:7]3([OH:36])[C:6]=2[CH:5]=[CH:4][CH:3]=1.[C:37]([O:40][CH2:41][C:42](O)=[O:43])(=[O:39])[CH3:38].Cl.CN(C)CCCN=C=NCC. Product: [Cl:1][C:2]1[C:11]2[N:10]([CH3:12])[O:9][C@H:8]3[NH:13][C@H:14]([C:16]([O:18][C@@H:19]4[C@:28]5([OH:29])[C@H:23]([C@H:24]([C:31]([CH3:33])=[CH2:32])[CH2:25][CH2:26][C@H:27]5[CH3:30])[CH:22]=[C:21]([CH3:34])[C@H:20]4[O:35][C:42](=[O:43])[CH2:41][O:40][C:37](=[O:39])[CH3:38])=[O:17])[CH2:15][C@@:7]3([OH:36])[C:6]=2[CH:5]=[CH:4][CH:3]=1. The catalyst class is: 119. (2) Reactant: [Li]CCCC.CCCCCC.CC1(C)CCCC(C)(C)N1.[C:22]1(=[O:28])[CH2:27][CH2:26][CH2:25][CH2:24][CH2:23]1.Cl[C:30]1[CH:35]=[CH:34][CH:33]=[CH:32][C:31]=1[O:36][CH3:37]. Product: [CH3:37][O:36][C:31]1[CH:32]=[C:33]([CH:23]2[CH2:24][CH2:25][CH2:26][CH2:27][C:22]2=[O:28])[CH:34]=[CH:35][CH:30]=1. The catalyst class is: 1.